Dataset: NCI-60 drug combinations with 297,098 pairs across 59 cell lines. Task: Regression. Given two drug SMILES strings and cell line genomic features, predict the synergy score measuring deviation from expected non-interaction effect. (1) Drug 1: CS(=O)(=O)C1=CC(=C(C=C1)C(=O)NC2=CC(=C(C=C2)Cl)C3=CC=CC=N3)Cl. Drug 2: CCN(CC)CCCC(C)NC1=C2C=C(C=CC2=NC3=C1C=CC(=C3)Cl)OC. Cell line: HCT116. Synergy scores: CSS=47.6, Synergy_ZIP=7.67, Synergy_Bliss=9.92, Synergy_Loewe=-5.96, Synergy_HSA=9.20. (2) Drug 1: C1CC(=O)NC(=O)C1N2C(=O)C3=CC=CC=C3C2=O. Drug 2: COC1=C2C(=CC3=C1OC=C3)C=CC(=O)O2. Cell line: HCT116. Synergy scores: CSS=2.21, Synergy_ZIP=-3.39, Synergy_Bliss=-5.97, Synergy_Loewe=-6.30, Synergy_HSA=-7.68. (3) Cell line: UACC62. Drug 2: CC1=C(C=C(C=C1)C(=O)NC2=CC(=CC(=C2)C(F)(F)F)N3C=C(N=C3)C)NC4=NC=CC(=N4)C5=CN=CC=C5. Drug 1: CC(CN1CC(=O)NC(=O)C1)N2CC(=O)NC(=O)C2. Synergy scores: CSS=13.0, Synergy_ZIP=-5.17, Synergy_Bliss=-2.19, Synergy_Loewe=-0.939, Synergy_HSA=-0.882. (4) Drug 1: CC1=C(C=C(C=C1)NC2=NC=CC(=N2)N(C)C3=CC4=NN(C(=C4C=C3)C)C)S(=O)(=O)N.Cl. Drug 2: C#CCC(CC1=CN=C2C(=N1)C(=NC(=N2)N)N)C3=CC=C(C=C3)C(=O)NC(CCC(=O)O)C(=O)O. Cell line: BT-549. Synergy scores: CSS=0.143, Synergy_ZIP=1.09, Synergy_Bliss=-0.710, Synergy_Loewe=-1.29, Synergy_HSA=-3.30. (5) Drug 1: C1=NC2=C(N1)C(=S)N=C(N2)N. Drug 2: CCN(CC)CCCC(C)NC1=C2C=C(C=CC2=NC3=C1C=CC(=C3)Cl)OC. Cell line: U251. Synergy scores: CSS=28.9, Synergy_ZIP=-6.35, Synergy_Bliss=-3.27, Synergy_Loewe=-5.82, Synergy_HSA=-0.764.